This data is from Ames mutagenicity test results for genotoxicity prediction. The task is: Regression/Classification. Given a drug SMILES string, predict its toxicity properties. Task type varies by dataset: regression for continuous values (e.g., LD50, hERG inhibition percentage) or binary classification for toxic/non-toxic outcomes (e.g., AMES mutagenicity, cardiotoxicity, hepatotoxicity). Dataset: ames. (1) The drug is COc1cc(OC2OC(CO)C(O)C(O)C2O)c2c(=O)c3c(O)ccc(O)c3oc2c1. The result is 1 (mutagenic). (2) The drug is CC1=C(O)C(=O)C(O)CO1. The result is 1 (mutagenic). (3) The compound is O=c1c2cc(O)ccc2oc2cc(O)cc(O)c12. The result is 1 (mutagenic). (4) The molecule is CCC(=O)Oc1ccc(/C(CC)=C(\CC)c2ccc(OC(=O)CC)cc2)cc1. The result is 0 (non-mutagenic). (5) The compound is O=[N+]([O-])c1ccc2c(ccc3cc([N+](=O)[O-])ccc32)c1. The result is 1 (mutagenic). (6) The molecule is OC1C=C2c3ccc4ccccc4c3-c3cccc(c32)C1O. The result is 1 (mutagenic). (7) The drug is O=C1c2cc(O)cc(O)c2C(=O)c2c1cc1c(c2O)C2C=COC2O1. The result is 1 (mutagenic). (8) The molecule is Nc1nc(O)c2nc(CNc3ccc(C(=O)NC(CCC(=O)O)C(=O)O)cc3)cnc2n1. The result is 0 (non-mutagenic). (9) The drug is CCOC(=O)CNC(=O)CBr. The result is 0 (non-mutagenic).